Dataset: Reaction yield outcomes from USPTO patents with 853,638 reactions. Task: Predict the reaction yield, written as a fraction of the theoretical maximum amount of product (1.0 means a 100% yield; for example, 0.34 means a 34% yield). (1) The reactants are [C:1]([O:5][C:6]([N:8]1[C@@H:12](/[CH:13]=[CH:14]/[C:15]2[CH:20]=[CH:19][C:18]([N+:21]([O-])=O)=[CH:17][CH:16]=2)[CH2:11][O:10][C:9]1([CH3:25])[CH3:24])=[O:7])([CH3:4])([CH3:3])[CH3:2].C([O-])=O.[NH4+]. The catalyst is CO.[Pd]. The product is [C:1]([O:5][C:6]([N:8]1[C@@H:12]([CH2:13][CH2:14][C:15]2[CH:16]=[CH:17][C:18]([NH2:21])=[CH:19][CH:20]=2)[CH2:11][O:10][C:9]1([CH3:25])[CH3:24])=[O:7])([CH3:4])([CH3:2])[CH3:3]. The yield is 0.790. (2) The reactants are [CH2:1]([C@:3]12[CH2:18][CH2:17][C:16](=[O:19])[CH2:15][C@H:4]1[CH2:5][CH2:6][CH2:7][C:8]1[CH:13]=[C:12]([OH:14])[CH:11]=[CH:10][C:9]=12)[CH3:2].[CH2:20]([C@@:22]12[CH2:37][CH2:36][C:35](=[O:38])[CH2:34][C@@H:23]1[CH2:24][CH2:25][CH2:26][C:27]1[CH:32]=[C:31]([OH:33])[CH:30]=[CH:29][C:28]=12)[CH3:21].C1C=CC(N([S:46]([C:49]([F:52])([F:51])[F:50])(=[O:48])=[O:47])[S:46]([C:49]([F:52])([F:51])[F:50])(=[O:48])=[O:47])=CC=1.CCN(C(C)C)C(C)C. The catalyst is C(Cl)Cl. The product is [CH2:1]([C@@:3]12[CH2:18][CH2:17][C:16](=[O:19])[CH2:15][C@@H:4]1[CH2:5][CH2:6][CH2:7][C:8]1[CH:13]=[C:12]([O:14][S:46]([C:49]([F:52])([F:51])[F:50])(=[O:48])=[O:47])[CH:11]=[CH:10][C:9]2=1)[CH3:2].[CH2:20]([C@:22]12[CH2:37][CH2:36][C:35](=[O:38])[CH2:34][C@H:23]1[CH2:24][CH2:25][CH2:26][C:27]1[CH:32]=[C:31]([O:33][S:46]([C:49]([F:52])([F:51])[F:50])(=[O:48])=[O:47])[CH:30]=[CH:29][C:28]2=1)[CH3:21]. The yield is 0.900. (3) The reactants are [Cl:1][C:2]1[N:7]=[CH:6][C:5]([NH:8][CH3:9])=[C:4]([C:10]2[CH:15]=[CH:14][CH:13]=[CH:12][C:11]=2[Cl:16])[CH:3]=1.[Cl:17][C:18]1[CH:19]=[C:20]([C:25]([CH3:30])([CH3:29])[C:26](Cl)=[O:27])[CH:21]=[C:22]([Cl:24])[CH:23]=1.C1(C)C=CC=CC=1. The catalyst is C([O-])(O)=O.[Na+]. The product is [Cl:1][C:2]1[N:7]=[CH:6][C:5]([N:8]([CH3:9])[C:26](=[O:27])[C:25]([C:20]2[CH:19]=[C:18]([Cl:17])[CH:23]=[C:22]([Cl:24])[CH:21]=2)([CH3:30])[CH3:29])=[C:4]([C:10]2[CH:15]=[CH:14][CH:13]=[CH:12][C:11]=2[Cl:16])[CH:3]=1. The yield is 0.850. (4) The reactants are [Cl:1][C:2]1[CH:3]=[C:4]([N:8]2[N:12]=[N:11][C:10]([CH:13]([OH:22])C(C3C=CC=CC=3)O)=[N:9]2)[CH:5]=[CH:6][CH:7]=1.C(=O)([O-])[O-].[K+].[K+].C([O-])(=O)C.[Pb+4].C([O-])(=O)C.C([O-])(=O)C.C([O-])(=O)C. The catalyst is C1(C)C=CC=CC=1. The product is [Cl:1][C:2]1[CH:3]=[C:4]([N:8]2[N:12]=[N:11][C:10]([CH:13]=[O:22])=[N:9]2)[CH:5]=[CH:6][CH:7]=1. The yield is 0.680. (5) The reactants are [Br:1][C:2]1[CH:3]=[C:4]([CH:9]=[CH:10][CH:11]=1)[C:5](=O)[CH2:6]Br.[NH2:12][C:13]1[CH:18]=[CH:17][CH:16]=[CH:15][N:14]=1.C(=O)([O-])O.[Na+]. The catalyst is C(O)C. The product is [Br:1][C:2]1[CH:3]=[C:4]([C:5]2[N:12]=[C:13]3[CH:18]=[CH:17][CH:16]=[CH:15][N:14]3[CH:6]=2)[CH:9]=[CH:10][CH:11]=1. The yield is 0.870. (6) The reactants are [Br:1][C:2]1[CH:3]=[N:4][CH:5]=[C:6]2[C:11]=1[N:10]=[C:9]([C:12]([OH:14])=O)[CH:8]=[CH:7]2.C(N(CC)C(C)C)(C)C.F[P-](F)(F)(F)(F)F.N1(OC(N(C)C)=[N+](C)C)C2N=CC=CC=2N=N1.[N:48]1([CH2:53][CH2:54][CH2:55][NH2:56])[CH:52]=[CH:51][N:50]=[CH:49]1. The yield is 0.590. The catalyst is CN(C)C=O. The product is [N:48]1([CH2:53][CH2:54][CH2:55][NH:56][C:12]([C:9]2[CH:8]=[CH:7][C:6]3[C:11](=[C:2]([Br:1])[CH:3]=[N:4][CH:5]=3)[N:10]=2)=[O:14])[CH:52]=[CH:51][N:50]=[CH:49]1. (7) The reactants are [CH:1]([O:4][C:5]([N:7]1[CH2:12][CH2:11][CH:10]([O:13][C:14]2[C:19]([C:20]#[N:21])=[C:18]([NH:22][C:23]3[CH:28]=[CH:27][C:26](I)=[CH:25][C:24]=3[F:30])[N:17]=[CH:16][N:15]=2)[CH2:9][CH2:8]1)=[O:6])([CH3:3])[CH3:2].[CH2:31]([OH:34])[CH2:32][CH3:33].N1C2C(=CC=C3C=2N=CC=C3)C=CC=1.C(=O)([O-])[O-].[Cs+].[Cs+]. The catalyst is O1CCOCC1.[Cu](I)I. The product is [CH:1]([O:4][C:5]([N:7]1[CH2:12][CH2:11][CH:10]([O:13][C:14]2[C:19]([C:20]#[N:21])=[C:18]([NH:22][C:23]3[CH:28]=[CH:27][C:26]([O:34][CH2:31][CH2:32][CH3:33])=[CH:25][C:24]=3[F:30])[N:17]=[CH:16][N:15]=2)[CH2:9][CH2:8]1)=[O:6])([CH3:3])[CH3:2]. The yield is 0.120.